Dataset: NCI-60 drug combinations with 297,098 pairs across 59 cell lines. Task: Regression. Given two drug SMILES strings and cell line genomic features, predict the synergy score measuring deviation from expected non-interaction effect. (1) Drug 1: CC12CCC(CC1=CCC3C2CCC4(C3CC=C4C5=CN=CC=C5)C)O. Drug 2: C(=O)(N)NO. Cell line: NCI-H522. Synergy scores: CSS=8.43, Synergy_ZIP=-2.63, Synergy_Bliss=0.308, Synergy_Loewe=-0.226, Synergy_HSA=0.572. (2) Drug 1: C1=CC(=CC=C1CC(C(=O)O)N)N(CCCl)CCCl.Cl. Drug 2: CCCCC(=O)OCC(=O)C1(CC(C2=C(C1)C(=C3C(=C2O)C(=O)C4=C(C3=O)C=CC=C4OC)O)OC5CC(C(C(O5)C)O)NC(=O)C(F)(F)F)O. Cell line: OVCAR-8. Synergy scores: CSS=18.9, Synergy_ZIP=-4.23, Synergy_Bliss=-1.31, Synergy_Loewe=-3.95, Synergy_HSA=-3.69.